This data is from NCI-60 drug combinations with 297,098 pairs across 59 cell lines. The task is: Regression. Given two drug SMILES strings and cell line genomic features, predict the synergy score measuring deviation from expected non-interaction effect. Drug 1: CC(CN1CC(=O)NC(=O)C1)N2CC(=O)NC(=O)C2. Drug 2: CN1C(=O)N2C=NC(=C2N=N1)C(=O)N. Cell line: M14. Synergy scores: CSS=8.88, Synergy_ZIP=0.350, Synergy_Bliss=7.47, Synergy_Loewe=0.156, Synergy_HSA=2.16.